Binary Classification. Given a drug SMILES string, predict its activity (active/inactive) in a high-throughput screening assay against a specified biological target. From a dataset of HIV replication inhibition screening data with 41,000+ compounds from the AIDS Antiviral Screen. (1) The drug is CN(C)CCN1C(=O)C2(C)C3CCC(O3)C2(C)C1=O. The result is 0 (inactive). (2) The drug is O=[N+]([O-])C=Cc1cc2c(ccc3ccccc32)[nH]1. The result is 0 (inactive). (3) The drug is Cl.NC12CC3CC(C1)CC(C(=O)O)(C3)C2. The result is 0 (inactive). (4) The result is 0 (inactive). The molecule is CCOC(=O)C(=Cc1ccc(F)cc1)C(C)=O. (5) The compound is COc1ccc(C2SCC(=O)N2NC2=NC(=O)CC(=O)N2)cc1. The result is 0 (inactive). (6) The result is 0 (inactive). The compound is CCOC(=O)Cn1c(=O)c2nc(SC)sc2n(-c2ccccc2)c1=S. (7) The compound is O=C(NN=CC=Cc1ccccc1)c1ccncc1. The result is 0 (inactive). (8) The drug is CN1CCN(C(=S)N(C)C(=O)c2ccco2)CC1. The result is 0 (inactive).